Dataset: Catalyst prediction with 721,799 reactions and 888 catalyst types from USPTO. Task: Predict which catalyst facilitates the given reaction. (1) Reactant: [CH3:1][O:2][C:3]1[CH:8]=[CH:7][N:6]=[CH:5][C:4]=1[CH2:9]O.S(Cl)([Cl:13])=O. Product: [Cl:13][CH2:9][C:4]1[CH:5]=[N:6][CH:7]=[CH:8][C:3]=1[O:2][CH3:1]. The catalyst class is: 22. (2) Product: [F:76][C:70]1[C:71]([F:75])=[CH:72][CH:73]=[CH:74][C:69]=1[CH2:68][S:67][C:62]1[N:61]=[C:60]([O:59][C@H:57]([CH3:58])[C:56]([O:55][CH2:53][CH3:54])=[O:77])[CH:65]=[C:64]([NH:12][S:9]([N:6]2[CH2:5][CH2:4][N:3]([CH2:1][CH3:2])[CH2:8][CH2:7]2)(=[O:10])=[O:11])[N:63]=1. Reactant: [CH2:1]([N:3]1[CH2:8][CH2:7][N:6]([S:9]([NH2:12])(=[O:11])=[O:10])[CH2:5][CH2:4]1)[CH3:2].C1(P(C2CCCCC2)C2C=CC=CC=2C2C(C(C)C)=CC(C(C)C)=CC=2C(C)C)CCCCC1.C(=O)([O-])[O-].[Cs+].[Cs+].[CH2:53]([O:55][C:56](=[O:77])[C@H:57]([O:59][C:60]1[CH:65]=[C:64](Cl)[N:63]=[C:62]([S:67][CH2:68][C:69]2[CH:74]=[CH:73][CH:72]=[C:71]([F:75])[C:70]=2[F:76])[N:61]=1)[CH3:58])[CH3:54]. The catalyst class is: 62. (3) Reactant: CCN(C(C)C)C(C)C.OC(C(F)(F)F)=O.[NH2:17][CH2:18][C:19]([N:21]1[CH2:26][CH2:25][N:24]([C:27](=[O:38])[C:28]2[CH:33]=[CH:32][CH:31]=[CH:30][C:29]=2[C:34]([F:37])([F:36])[F:35])[CH2:23][CH2:22]1)=[O:20].C1C=CC2N(O)N=NC=2C=1.CCN=C=NCCCN(C)C.Cl.[C:61](O)(=[O:71])[C:62]1[CH:70]=[CH:69][C:65]([C:66]([NH2:68])=[O:67])=[CH:64][CH:63]=1. Product: [O:20]=[C:19]([N:21]1[CH2:22][CH2:23][N:24]([C:27](=[O:38])[C:28]2[CH:33]=[CH:32][CH:31]=[CH:30][C:29]=2[C:34]([F:37])([F:35])[F:36])[CH2:25][CH2:26]1)[CH2:18][NH:17][C:61](=[O:71])[C:62]1[CH:70]=[CH:69][C:65]([C:66]([NH2:68])=[O:67])=[CH:64][CH:63]=1. The catalyst class is: 18. (4) Reactant: [CH3:1][C:2]1[S:3][CH:4]=[C:5]([C:7]#[C:8][C:9]2[CH:10]=[C:11]([CH2:15][OH:16])[CH:12]=[N:13][CH:14]=2)[N:6]=1.[H-].[Na+].I[CH3:20]. Product: [CH3:20][O:16][CH2:15][C:11]1[CH:12]=[N:13][CH:14]=[C:9]([C:8]#[C:7][C:5]2[N:6]=[C:2]([CH3:1])[S:3][CH:4]=2)[CH:10]=1. The catalyst class is: 1.